This data is from Catalyst prediction with 721,799 reactions and 888 catalyst types from USPTO. The task is: Predict which catalyst facilitates the given reaction. Reactant: [H-].[Al+3].[Li+].[H-].[H-].[H-].CCOCC.[Cl-].[Cl-].[Cl-].[Al+3].[Cl:16][C:17]1[CH:18]=[C:19]([OH:28])[CH:20]=[CH:21][C:22]=1[CH:23]=[CH:24][N+:25]([O-])=O. Product: [NH2:25][CH2:24][CH2:23][C:22]1[CH:21]=[CH:20][C:19]([OH:28])=[CH:18][C:17]=1[Cl:16]. The catalyst class is: 1.